From a dataset of Reaction yield outcomes from USPTO patents with 853,638 reactions. Predict the reaction yield, written as a fraction of the theoretical maximum amount of product (1.0 means a 100% yield; for example, 0.34 means a 34% yield). (1) The reactants are C([O-])([O-])=O.[Cs+].[Cs+].Br[C:8]1[CH:14]=[CH:13][C:11]([NH2:12])=[C:10]([C:15]([F:18])([F:17])[F:16])[CH:9]=1.C([Si](C(C)C)(C(C)C)[SH:23])(C)C.[NH4+].[Cl-].[Cl:32][C:33]1[N:38]=[C:37](Cl)[C:36]([CH3:40])=[CH:35][N:34]=1.[F-].C([N+](CCCC)(CCCC)CCCC)CCC. The catalyst is O.C1COCC1. The product is [Cl:32][C:33]1[N:38]=[C:37]([S:23][C:8]2[CH:14]=[CH:13][C:11]([NH2:12])=[C:10]([C:15]([F:18])([F:17])[F:16])[CH:9]=2)[C:36]([CH3:40])=[CH:35][N:34]=1. The yield is 0.950. (2) The reactants are [F:1][CH2:2][CH2:3][NH:4][C:5]1[CH:10]=[CH:9][N:8]=[C:7]([NH2:11])[CH:6]=1.Br[CH2:13][C:14]([C:16]1[CH:21]=[CH:20][C:19]([O:22][CH3:23])=[C:18]([O:24][CH3:25])[CH:17]=1)=O. No catalyst specified. The product is [CH3:25][O:24][C:18]1[CH:17]=[C:16]([C:14]2[N:11]=[C:7]3[CH:6]=[C:5]([NH:4][CH2:3][CH2:2][F:1])[CH:10]=[CH:9][N:8]3[CH:13]=2)[CH:21]=[CH:20][C:19]=1[O:22][CH3:23]. The yield is 0.0700.